This data is from Catalyst prediction with 721,799 reactions and 888 catalyst types from USPTO. The task is: Predict which catalyst facilitates the given reaction. (1) Reactant: [F:1][C:2]1[CH:7]=[CH:6][C:5]([S:8]([N:11]([C:16]2[C:25]([C:26]([O:28][CH3:29])=[O:27])=[C:24]3[C:19]([C@H:20]4[CH2:30][C@H:21]4[CH2:22][O:23]3)=[CH:18][CH:17]=2)C(OC)=O)(=[O:10])=[O:9])=[C:4]([CH:31]2[CH2:33][CH:32]2[CH2:34]OS(C)(=O)=O)[CH:3]=1.[NH:40]1[CH2:44][CH2:43][CH2:42][CH2:41]1. Product: [F:1][C:2]1[CH:7]=[CH:6][C:5]([S:8]([NH:11][C:16]2[C:25]([C:26]([O:28][CH3:29])=[O:27])=[C:24]3[C:19]([C@H:20]4[CH2:30][C@H:21]4[CH2:22][O:23]3)=[CH:18][CH:17]=2)(=[O:9])=[O:10])=[C:4]([CH:31]2[CH2:33][CH:32]2[CH2:34][N:40]2[CH2:44][CH2:43][CH2:42][CH2:41]2)[CH:3]=1. The catalyst class is: 26. (2) Reactant: [C:1]([C:4]1[S:8][C:7]([C:9]([OH:11])=[O:10])=[CH:6][CH:5]=1)(=[O:3])[CH3:2].[CH3:12][Si](C=[N+]=[N-])(C)C.CCOCC. Product: [C:1]([C:4]1[S:8][C:7]([C:9]([O:11][CH3:12])=[O:10])=[CH:6][CH:5]=1)(=[O:3])[CH3:2]. The catalyst class is: 224. (3) Reactant: [CH3:1][O:2][C:3]1[N:8]=[CH:7][C:6]([NH2:9])=[CH:5][CH:4]=1.OO.[BrH:12]. Product: [Br:12][C:7]1[C:6]([NH2:9])=[CH:5][CH:4]=[C:3]([O:2][CH3:1])[N:8]=1. The catalyst class is: 6. (4) Reactant: C(S([NH:7][C:8]([CH:18]1[CH2:20][CH2:19]1)([CH3:17])[CH2:9][C:10]([O:12][C:13]([CH3:16])([CH3:15])[CH3:14])=[O:11])=O)(C)(C)C.O1CCOCC1. Product: [NH2:7][C:8]([CH:18]1[CH2:19][CH2:20]1)([CH3:17])[CH2:9][C:10]([O:12][C:13]([CH3:16])([CH3:14])[CH3:15])=[O:11]. The catalyst class is: 601. (5) Reactant: C(Cl)Cl.[Br:4][C:5]1[CH:10]=[CH:9][C:8]([CH2:11][C:12]([OH:14])=O)=[CH:7][C:6]=1[O:15][CH3:16].[C:17](Cl)(=O)[C:18](Cl)=O.[Cl-].[Cl-].[Cl-].[Al+3]. Product: [Br:4][C:5]1[CH:10]=[C:9]2[C:8](=[CH:7][C:6]=1[O:15][CH3:16])[CH2:11][C:12](=[O:14])[CH2:18][CH2:17]2. The catalyst class is: 3.